This data is from Catalyst prediction with 721,799 reactions and 888 catalyst types from USPTO. The task is: Predict which catalyst facilitates the given reaction. Reactant: C[O:2][C:3]1[N:8]=[N:7][C:6]([C:9]2[CH:14]=[C:13]([CH3:15])[C:12]([OH:16])=[C:11]([CH3:17])[CH:10]=2)=[CH:5][C:4]=1[C:18]1[NH:19][C:20]2[C:25]([C:26]=1[C:27]1[CH:32]=[CH:31][CH:30]=[CH:29][CH:28]=1)=[CH:24][CH:23]=[C:22]([CH2:33][N:34]1[CH2:39][CH2:38][N:37]([CH3:40])[CH2:36][CH2:35]1)[CH:21]=2.[I-].[K+]. Product: [OH:16][C:12]1[C:11]([CH3:17])=[CH:10][C:9]([C:6]2[CH:5]=[C:4]([C:18]3[NH:19][C:20]4[C:25]([C:26]=3[C:27]3[CH:32]=[CH:31][CH:30]=[CH:29][CH:28]=3)=[CH:24][CH:23]=[C:22]([CH2:33][N:34]3[CH2:39][CH2:38][N:37]([CH3:40])[CH2:36][CH2:35]3)[CH:21]=4)[C:3](=[O:2])[NH:8][N:7]=2)=[CH:14][C:13]=1[CH3:15]. The catalyst class is: 10.